Predict which catalyst facilitates the given reaction. From a dataset of Catalyst prediction with 721,799 reactions and 888 catalyst types from USPTO. (1) Product: [F:1][C:2]1[CH:3]=[CH:4][C:5]([NH:8][CH2:9][C:10]2[N:11]([C:16]3[CH:17]=[CH:18][C:19]([CH3:22])=[CH:20][CH:21]=3)[C:12]([S:15][CH2:24][C:25]([OH:27])=[O:26])=[N:13][N:14]=2)=[CH:6][CH:7]=1. The catalyst class is: 95. Reactant: [F:1][C:2]1[CH:7]=[CH:6][C:5]([NH:8][CH2:9][C:10]2[N:11]([C:16]3[CH:21]=[CH:20][C:19]([CH3:22])=[CH:18][CH:17]=3)[C:12](=[S:15])[NH:13][N:14]=2)=[CH:4][CH:3]=1.Br[CH2:24][C:25]([OH:27])=[O:26].C(=O)([O-])[O-].[K+].[K+]. (2) Product: [OH:22][CH2:21][CH2:20][N:14]1[CH2:19][CH2:18][N:17]([C:2]2[C:3]3[S:10][C:9]([C:11]([NH2:13])=[O:12])=[CH:8][C:4]=3[N:5]=[CH:6][N:7]=2)[CH2:16][CH2:15]1. The catalyst class is: 23. Reactant: Cl[C:2]1[C:3]2[S:10][C:9]([C:11]([NH2:13])=[O:12])=[CH:8][C:4]=2[N:5]=[CH:6][N:7]=1.[N:14]1([CH2:20][CH2:21][OH:22])[CH2:19][CH2:18][NH:17][CH2:16][CH2:15]1.CCN(C(C)C)C(C)C. (3) Reactant: Br[CH:2]([C:8]1[CH:13]=[CH:12][CH:11]=[CH:10][CH:9]=1)[C:3]([O:5][CH2:6][CH3:7])=[O:4].CCN(C(C)C)C(C)C.[NH:23]1[CH2:28][CH2:27][O:26][CH2:25][CH2:24]1. Product: [O:26]1[CH2:27][CH2:28][N:23]([CH:2]([C:8]2[CH:13]=[CH:12][CH:11]=[CH:10][CH:9]=2)[C:3]([O:5][CH2:6][CH3:7])=[O:4])[CH2:24][CH2:25]1. The catalyst class is: 10. (4) Reactant: [CH2:1]([C@@:8]12[CH2:21][CH2:20][C:19](=[O:22])[CH2:18][C@H:17]1[CH2:16][CH2:15][C:14]1[CH:13]=[C:12]([C:23]([O:25][CH3:26])=[O:24])[CH:11]=[CH:10][C:9]2=1)[C:2]1[CH:7]=[CH:6][CH:5]=[CH:4][CH:3]=1.C[Si](C)(C)[C:29]([F:32])([F:31])[F:30].[F-].C([N+](CCCC)(CCCC)CCCC)CCC. Product: [CH2:1]([C@@:8]12[CH2:21][CH2:20][C@:19]([OH:22])([C:29]([F:32])([F:31])[F:30])[CH2:18][C@H:17]1[CH2:16][CH2:15][C:14]1[CH:13]=[C:12]([C:23]([O:25][CH3:26])=[O:24])[CH:11]=[CH:10][C:9]2=1)[C:2]1[CH:3]=[CH:4][CH:5]=[CH:6][CH:7]=1. The catalyst class is: 1. (5) Reactant: [CH2:1]([O:3][CH2:4][C:5]1[CH:6]=[N:7][C:8]([N:11]2[CH2:16][CH2:15][CH:14]([C@H:17]3[CH2:19][C@H:18]3[CH2:20][CH2:21][O:22][C:23]3[CH:28]=[CH:27][C:26]([CH2:29][C:30]([O:32]C)=[O:31])=[C:25]([F:34])[CH:24]=3)[CH2:13][CH2:12]2)=[N:9][CH:10]=1)[CH3:2].CO.[OH-].[Li+]. Product: [CH2:1]([O:3][CH2:4][C:5]1[CH:6]=[N:7][C:8]([N:11]2[CH2:12][CH2:13][CH:14]([C@H:17]3[CH2:19][C@H:18]3[CH2:20][CH2:21][O:22][C:23]3[CH:28]=[CH:27][C:26]([CH2:29][C:30]([OH:32])=[O:31])=[C:25]([F:34])[CH:24]=3)[CH2:15][CH2:16]2)=[N:9][CH:10]=1)[CH3:2]. The catalyst class is: 1.